Predict which catalyst facilitates the given reaction. From a dataset of Catalyst prediction with 721,799 reactions and 888 catalyst types from USPTO. (1) Product: [C:1]1([C:11]2[CH:27]=[CH:26][CH:25]=[CH:24][C:12]=2[CH2:13][N:14]2[CH:19]=[CH:18][CH:17]=[C:16]([C:20]([NH:28][C@@H:29]([CH2:37][CH2:38][CH2:39][NH:40][C:41]([NH:43][S:44]([C:47]3[C:48]([CH3:61])=[C:49]4[C:54](=[C:55]([CH3:58])[C:56]=3[CH3:57])[O:53][C:52]([CH3:60])([CH3:59])[CH2:51][CH2:50]4)(=[O:45])=[O:46])=[NH:42])[C:30]([O:32][C:33]([CH3:34])([CH3:35])[CH3:36])=[O:31])=[O:21])[C:15]2=[O:23])[C:10]2[C:5](=[CH:6][CH:7]=[CH:8][CH:9]=2)[CH:4]=[CH:3][CH:2]=1. The catalyst class is: 3. Reactant: [C:1]1([C:11]2[CH:27]=[CH:26][CH:25]=[CH:24][C:12]=2[CH2:13][N:14]2[CH:19]=[CH:18][CH:17]=[C:16]([C:20](O)=[O:21])[C:15]2=[O:23])[C:10]2[C:5](=[CH:6][CH:7]=[CH:8][CH:9]=2)[CH:4]=[CH:3][CH:2]=1.[NH2:28][C@@H:29]([CH2:37][CH2:38][CH2:39][NH:40][C:41]([NH:43][S:44]([C:47]1[C:48]([CH3:61])=[C:49]2[C:54](=[C:55]([CH3:58])[C:56]=1[CH3:57])[O:53][C:52]([CH3:60])([CH3:59])[CH2:51][CH2:50]2)(=[O:46])=[O:45])=[NH:42])[C:30]([O:32][C:33]([CH3:36])([CH3:35])[CH3:34])=[O:31].CN(C(ON1N=NC2C=CC=CC1=2)=[N+](C)C)C.F[P-](F)(F)(F)(F)F.CCN(C(C)C)C(C)C. (2) Reactant: [C:1]1([C:7]2[CH:16]=[C:15]3[C:10]([CH:11]=[CH:12][CH:13]=[N:14]3)=[N:9][CH:8]=2)[CH:6]=[CH:5][CH:4]=[CH:3][CH:2]=1. Product: [C:1]1([C:7]2[CH:16]=[C:15]3[C:10]([CH2:11][CH2:12][CH2:13][NH:14]3)=[N:9][CH:8]=2)[CH:2]=[CH:3][CH:4]=[CH:5][CH:6]=1. The catalyst class is: 505. (3) Reactant: [F:1][C:2]1[CH:3]=[C:4]([CH:18]=[CH:19][C:20]=1[NH:21][C:22]([NH:24][C:25]1[CH:30]=[C:29]([CH3:31])[CH:28]=[CH:27][C:26]=1[F:32])=[O:23])[O:5][C:6]1[CH:11]=[CH:10][N:9]=[C:8]2[CH:12]=[C:13]([C:15](O)=[O:16])[S:14][C:7]=12.CN(C(ON1N=NC2C=CC=NC1=2)=[N+](C)C)C.F[P-](F)(F)(F)(F)F.C(N(CC)C(C)C)(C)C.[CH3:66][N:67]1[CH2:72][CH2:71][N:70]([CH2:73][CH2:74][CH2:75][NH2:76])[CH2:69][CH2:68]1. Product: [F:1][C:2]1[CH:3]=[C:4]([CH:18]=[CH:19][C:20]=1[NH:21][C:22]([NH:24][C:25]1[CH:30]=[C:29]([CH3:31])[CH:28]=[CH:27][C:26]=1[F:32])=[O:23])[O:5][C:6]1[CH:11]=[CH:10][N:9]=[C:8]2[CH:12]=[C:13]([C:15]([NH:76][CH2:75][CH2:74][CH2:73][N:70]3[CH2:69][CH2:68][N:67]([CH3:66])[CH2:72][CH2:71]3)=[O:16])[S:14][C:7]=12. The catalyst class is: 47. (4) Reactant: [CH3:1][C:2]1[CH:31]=[CH:30][C:5]([C:6]([NH:8][C:9]2[CH:10]=[CH:11][C:12]([N:15]([CH2:23][CH2:24][N:25]3[CH:29]=[CH:28][CH:27]=[N:26]3)C(=O)OC(C)(C)C)=[N:13][CH:14]=2)=[O:7])=[C:4]([N:32]2[CH2:37][CH2:36][CH:35]([CH3:38])[CH2:34][CH2:33]2)[CH:3]=1.FC(F)(F)C(O)=O. The catalyst class is: 4. Product: [CH3:1][C:2]1[CH:31]=[CH:30][C:5]([C:6]([NH:8][C:9]2[CH:14]=[N:13][C:12]([NH:15][CH2:23][CH2:24][N:25]3[CH:29]=[CH:28][CH:27]=[N:26]3)=[CH:11][CH:10]=2)=[O:7])=[C:4]([N:32]2[CH2:37][CH2:36][CH:35]([CH3:38])[CH2:34][CH2:33]2)[CH:3]=1.